From a dataset of Full USPTO retrosynthesis dataset with 1.9M reactions from patents (1976-2016). Predict the reactants needed to synthesize the given product. (1) The reactants are: Br[C:2]1[CH:3]=[CH:4][C:5]([O:8][CH3:9])=[N:6][CH:7]=1.C([Li])CCC.[CH3:15][C:16]([C:18]1[CH:23]=[CH:22][CH:21]=[C:20]([Br:24])[CH:19]=1)=O.C1CCCCC1.CCOC(C)=O. Given the product [Br:24][C:20]1[CH:19]=[C:18]([C:16]([C:2]2[CH:3]=[CH:4][C:5]([O:8][CH3:9])=[N:6][CH:7]=2)=[CH2:15])[CH:23]=[CH:22][CH:21]=1, predict the reactants needed to synthesize it. (2) Given the product [CH3:33][C:24]1[C:23]([C:21](=[O:22])[CH2:20][N:15]2[CH2:16][CH2:17][C:10]3([C:9](=[O:18])[N:8]([C:3]4[CH2:4][O:5][C:6](=[O:7])[C:2]=4[CH3:1])[CH2:12][CH2:11]3)[CH2:13][CH2:14]2)=[CH:31][CH:30]=[C:29]2[C:25]=1[CH2:26][O:27][C:28]2=[O:32], predict the reactants needed to synthesize it. The reactants are: [CH3:1][C:2]1[C:6](=[O:7])[O:5][CH2:4][C:3]=1[N:8]1[CH2:12][CH2:11][C:10]2([CH2:17][CH2:16][NH:15][CH2:14][CH2:13]2)[C:9]1=[O:18].Br[CH2:20][C:21]([C:23]1[C:24]([CH3:33])=[C:25]2[C:29](=[CH:30][CH:31]=1)[C:28](=[O:32])[O:27][CH2:26]2)=[O:22].C(N(C(C)C)C(C)C)C. (3) Given the product [CH3:13][O:14][C:15]1[CH:20]=[CH:19][C:18]([N+:21]([O-:23])=[O:22])=[CH:17][C:16]=1[O:24][CH2:47][CH2:46][N:45]([CH3:49])[CH3:44], predict the reactants needed to synthesize it. The reactants are: N(C(OCC)=O)=NC(OCC)=O.[CH3:13][O:14][C:15]1[CH:20]=[CH:19][C:18]([N+:21]([O-:23])=[O:22])=[CH:17][C:16]=1[OH:24].C1(P(C2C=CC=CC=2)C2C=CC=CC=2)C=CC=CC=1.[CH3:44][N:45]([CH3:49])[CH2:46][CH2:47]O.